Dataset: Reaction yield outcomes from USPTO patents with 853,638 reactions. Task: Predict the reaction yield, written as a fraction of the theoretical maximum amount of product (1.0 means a 100% yield; for example, 0.34 means a 34% yield). (1) The reactants are F[C:2]1[CH:9]=[CH:8][C:7]([CH:10]=[O:11])=[CH:6][C:3]=1[C:4]#[N:5].[NH:12]1[CH:16]=[N:15][CH:14]=[N:13]1.C(=O)([O-])[O-].[K+].[K+].O. The catalyst is CN(C=O)C.C(OCC)(=O)C. The product is [CH:10]([C:7]1[CH:8]=[CH:9][C:2]([N:12]2[CH:16]=[N:15][CH:14]=[N:13]2)=[C:3]([CH:6]=1)[C:4]#[N:5])=[O:11]. The yield is 0.430. (2) The reactants are Br[C:2]1[CH:7]=[CH:6][CH:5]=[C:4](Br)[CH:3]=1.[NH:9]1[CH2:13][CH2:12][C@H:11]([OH:14])[CH2:10]1.Br[C:16]1[S:17][C:18]([NH:30][C:31](=[O:37])[O:32][C:33]([CH3:36])([CH3:35])[CH3:34])=[C:19]([C:21](=[O:29])[NH:22][C:23]2[CH:24]=[N:25][N:26]([CH3:28])[CH:27]=2)[N:20]=1. No catalyst specified. The product is [OH:14][C@H:11]1[CH2:12][CH2:13][N:9]([C:4]2[CH:3]=[C:2]([C:16]3[S:17][C:18]([NH:30][C:31](=[O:37])[O:32][C:33]([CH3:35])([CH3:34])[CH3:36])=[C:19]([C:21](=[O:29])[NH:22][C:23]4[CH:24]=[N:25][N:26]([CH3:28])[CH:27]=4)[N:20]=3)[CH:7]=[CH:6][CH:5]=2)[CH2:10]1. The yield is 0.400. (3) The reactants are O.[OH:2][C:3]1[CH:8]=[C:7]([OH:9])[CH:6]=[C:5]([OH:10])[C:4]=1[C:11](=[O:13])[CH3:12].C(N(CC)CC)C.C1C=CC(N([S:28]([C:31]([F:34])([F:33])[F:32])(=[O:30])=[O:29])[S:28]([C:31]([F:34])([F:33])[F:32])(=[O:30])=[O:29])=CC=1. The catalyst is C(Cl)Cl. The product is [C:11]([C:4]1[C:3]([OH:2])=[CH:8][C:7]([O:9][S:28]([C:31]([F:34])([F:33])[F:32])(=[O:30])=[O:29])=[CH:6][C:5]=1[OH:10])(=[O:13])[CH3:12]. The yield is 0.730. (4) The reactants are [CH3:1][O:2][C:3]1[CH:4]=[C:5]2[C:10](=[CH:11][C:12]=1[O:13][CH3:14])[N:9]=[CH:8][N:7]=[C:6]2[O:15][C:16]1[CH:17]=[N:18][N:19]([CH2:21][C:22](O)=[O:23])[CH:20]=1.[NH2:25][C:26]1[CH:27]=[C:28]2[C:32](=[CH:33][CH:34]=1)[CH2:31][O:30][C:29]2=[O:35]. No catalyst specified. The product is [O:35]=[C:29]1[C:28]2[C:32](=[CH:33][CH:34]=[C:26]([NH:25][C:22](=[O:23])[CH2:21][N:19]3[CH:20]=[C:16]([O:15][C:6]4[C:5]5[C:10](=[CH:11][C:12]([O:13][CH3:14])=[C:3]([O:2][CH3:1])[CH:4]=5)[N:9]=[CH:8][N:7]=4)[CH:17]=[N:18]3)[CH:27]=2)[CH2:31][O:30]1. The yield is 0.970. (5) The reactants are [NH2:1][C:2]1[CH:3]=[CH:4][C:5]([F:28])=[C:6]([C@:8]2([CH3:27])[CH2:13][C@@H:12]([C:14]([F:17])([F:16])[F:15])[O:11][C:10]([NH:18][C:19](=[O:26])[C:20]3[CH:25]=[CH:24][CH:23]=[CH:22][CH:21]=3)=[N:9]2)[CH:7]=1.Cl[C:30](OC1C=CC([N+]([O-])=O)=CC=1)=[O:31].[CH3:42][O:43][CH:44]1[CH2:49][CH2:48][NH:47][CH2:46][CH2:45]1. The catalyst is ClCCl. The product is [C:19]([NH:18][C:10]1[O:11][C@H:12]([C:14]([F:17])([F:15])[F:16])[CH2:13][C@:8]([C:6]2[CH:7]=[C:2]([NH:1][C:30]([N:47]3[CH2:48][CH2:49][CH:44]([O:43][CH3:42])[CH2:45][CH2:46]3)=[O:31])[CH:3]=[CH:4][C:5]=2[F:28])([CH3:27])[N:9]=1)(=[O:26])[C:20]1[CH:21]=[CH:22][CH:23]=[CH:24][CH:25]=1. The yield is 0.610. (6) The reactants are [Br:1][C:2]1[CH:3]=[N:4][N:5]([CH2:15][CH3:16])[C:6]=1[C:7]1[CH:8]=[C:9]([C:12]([OH:14])=O)[S:10][CH:11]=1.[NH2:17][C@@H:18]([CH2:31][C:32]1[CH:37]=[CH:36][CH:35]=[CH:34][C:33]=1[C:38]([F:41])([F:40])[F:39])[CH2:19][N:20]1[C:28](=[O:29])[C:27]2[C:22](=[CH:23][CH:24]=[CH:25][CH:26]=2)[C:21]1=[O:30].CCN(C(C)C)C(C)C.C1CN([P+](Br)(N2CCCC2)N2CCCC2)CC1.F[P-](F)(F)(F)(F)F. The catalyst is C(Cl)Cl. The product is [Br:1][C:2]1[CH:3]=[N:4][N:5]([CH2:15][CH3:16])[C:6]=1[C:7]1[CH:8]=[C:9]([C:12]([NH:17][C@@H:18]([CH2:31][C:32]2[CH:37]=[CH:36][CH:35]=[CH:34][C:33]=2[C:38]([F:41])([F:39])[F:40])[CH2:19][N:20]2[C:28](=[O:29])[C:27]3[C:22](=[CH:23][CH:24]=[CH:25][CH:26]=3)[C:21]2=[O:30])=[O:14])[S:10][CH:11]=1. The yield is 0.860. (7) The reactants are C([O-])(=O)C.[Na+].[CH2:6]([NH:13][CH2:14][C:15]1[CH:20]=[CH:19][CH:18]=[CH:17][CH:16]=1)[C:7]1[CH:12]=[CH:11][CH:10]=[CH:9][CH:8]=1.C(O)C.[N:24]#[C:25]Br. The catalyst is C(Cl)Cl.C1(C)C=CC=CC=1.[OH-].[Na+]. The product is [CH2:14]([N:13]([CH2:6][C:7]1[CH:12]=[CH:11][CH:10]=[CH:9][CH:8]=1)[C:25]#[N:24])[C:15]1[CH:20]=[CH:19][CH:18]=[CH:17][CH:16]=1. The yield is 0.890.